Dataset: Catalyst prediction with 721,799 reactions and 888 catalyst types from USPTO. Task: Predict which catalyst facilitates the given reaction. (1) Reactant: CN1CCOCC1.[CH3:8][C:9]1[O:13][N:12]=[C:11]([C:14]2[CH:15]=[C:16]([CH:28]=[CH:29][CH:30]=2)[O:17][CH:18]([C:22]2[CH:27]=[CH:26][CH:25]=[CH:24][CH:23]=2)[C:19]([OH:21])=O)[N:10]=1.[NH2:31][C:32]1[CH:37]=[CH:36][C:35]([N:38]2[CH2:43][CH2:42][CH2:41][CH2:40][C:39]2=[O:44])=[CH:34][CH:33]=1.Cl.CN(C)CCCN=C=NCC.O.OC1C2N=NNC=2C=CC=1.C(=O)([O-])[O-].[Na+].[Na+]. Product: [CH3:8][C:9]1[O:13][N:12]=[C:11]([C:14]2[CH:15]=[C:16]([CH:28]=[CH:29][CH:30]=2)[O:17][CH:18]([C:22]2[CH:27]=[CH:26][CH:25]=[CH:24][CH:23]=2)[C:19]([NH:31][C:32]2[CH:37]=[CH:36][C:35]([N:38]3[CH2:43][CH2:42][CH2:41][CH2:40][C:39]3=[O:44])=[CH:34][CH:33]=2)=[O:21])[N:10]=1. The catalyst class is: 3. (2) Reactant: C([Sn](CCCC)=O)CCC.[Cl:11][C:12]1[CH:13]=[C:14]2[C:20]([C:21]3[N:26]=[C:25]([NH:27][C@H:28]4[CH2:33][CH2:32][CH2:31][C@@H:30]([C:34]#[N:35])[CH2:29]4)[C:24]([F:36])=[CH:23][N:22]=3)=[CH:19][NH:18][C:15]2=[N:16][CH:17]=1.[N:37]([Si](C)(C)C)=[N+:38]=[N-:39]. Product: [NH:37]1[C:34]([C@@H:30]2[CH2:31][CH2:32][CH2:33][C@H:28]([NH:27][C:25]3[C:24]([F:36])=[CH:23][N:22]=[C:21]([C:20]4[C:14]5[C:15](=[N:16][CH:17]=[C:12]([Cl:11])[CH:13]=5)[NH:18][CH:19]=4)[N:26]=3)[CH2:29]2)=[N:35][N:39]=[N:38]1. The catalyst class is: 11. (3) The catalyst class is: 234. Product: [Cl:34][CH2:35][C:36]1[CH:37]=[CH:38][C:39]([C:42]([N:44]=[C:45]=[S:46])=[O:43])=[CH:40][CH:41]=1.[Cl:34][CH2:35][C:36]1[CH:37]=[CH:38][C:39]([C:42]([NH:44][C:45]([NH:31][C:30]2[CH:32]=[CH:33][C:27]([O:26][C:17]3[C:16]4[C:21](=[CH:22][C:23]([O:24][CH3:25])=[C:14]([O:13][CH3:12])[CH:15]=4)[N:20]=[CH:19][N:18]=3)=[CH:28][CH:29]=2)=[S:46])=[O:43])=[CH:40][CH:41]=1. Reactant: ClCC1C=CC(C(Cl)=O)=CC=1.[CH3:12][O:13][C:14]1[CH:15]=[C:16]2[C:21](=[CH:22][C:23]=1[O:24][CH3:25])[N:20]=[CH:19][N:18]=[C:17]2[O:26][C:27]1[CH:33]=[CH:32][C:30]([NH2:31])=[CH:29][CH:28]=1.[Cl:34][CH2:35][C:36]1[CH:41]=[CH:40][C:39]([C:42]([N:44]=[C:45]=[S:46])=[O:43])=[CH:38][CH:37]=1. (4) Reactant: C([O:3][C:4](=[O:26])[CH2:5][CH:6]1[O:10][B:9]([OH:11])[C:8]2[CH:12]=[C:13]([O:17][C:18]3[C:23]([C:24]#N)=[N:22][CH:21]=[CH:20][N:19]=3)[CH:14]=[C:15]([CH3:16])[C:7]1=2)C.[OH-:27].[Na+].Cl.[OH2:30]. Product: [C:4]([CH2:5][CH:6]1[O:10][B:9]([OH:11])[C:8]2[CH:12]=[C:13]([O:17][C:18]3[C:23]([C:24]([OH:30])=[O:27])=[N:22][CH:21]=[CH:20][N:19]=3)[CH:14]=[C:15]([CH3:16])[C:7]1=2)([OH:3])=[O:26]. The catalyst class is: 1. (5) Reactant: [Cl:1][C:2]1[CH:7]=[CH:6][C:5]([C:8]2[N:12]([C:13]3[CH:18]=[CH:17][CH:16]=[CH:15][C:14]=3[Cl:19])[N:11]=[C:10]3[C:20](=[O:26])[N:21]([CH:23]([CH3:25])[CH3:24])[CH2:22][C:9]=23)=[CH:4][CH:3]=1.I[CH3:28]. Product: [Cl:1][C:2]1[CH:7]=[CH:6][C:5]([C:8]2[N:12]([C:13]3[CH:18]=[CH:17][CH:16]=[CH:15][C:14]=3[Cl:19])[N:11]=[C:10]3[C:20](=[O:26])[N:21]([CH:23]([CH3:24])[CH3:25])[CH:22]([CH3:28])[C:9]=23)=[CH:4][CH:3]=1. The catalyst class is: 1. (6) Reactant: [Br:1][C:2]1[N:7]=[C:6]([OH:8])[CH:5]=[CH:4][CH:3]=1.[O:9]1[CH2:12][CH:11](O)[CH2:10]1.C1(P(C2C=CC=CC=2)C2C=CC=CC=2)C=CC=CC=1.CC(OC(/N=N/C(OC(C)C)=O)=O)C. Product: [Br:1][C:2]1[CH:3]=[CH:4][CH:5]=[C:6]([O:8][CH:11]2[CH2:12][O:9][CH2:10]2)[N:7]=1. The catalyst class is: 1.